Task: Predict the reaction yield, written as a fraction of the theoretical maximum amount of product (1.0 means a 100% yield; for example, 0.34 means a 34% yield).. Dataset: Reaction yield outcomes from USPTO patents with 853,638 reactions (1) The reactants are [H-].[Na+].[O:3]1[CH2:7][CH2:6][CH2:5][CH2:4]1.CI. The catalyst is O. The product is [CH3:7][O:3][CH2:4][CH:5]1[CH2:6][CH:4]2[O:3][CH:7]1[CH:6]=[CH:5]2. The yield is 0.880. (2) The reactants are [Sn](Cl)Cl.[Cl:4][C:5]1[CH:10]=[CH:9][C:8]([N:11]=[N:12][C:13]2[CH:20]=[C:19]([F:21])[C:18]([F:22])=[CH:17][C:14]=2[C:15]#[N:16])=[CH:7][CH:6]=1. The catalyst is C(O)C. The product is [Cl:4][C:5]1[CH:6]=[CH:7][C:8]([N:11]2[C:15]([NH2:16])=[C:14]3[C:13]([CH:20]=[C:19]([F:21])[C:18]([F:22])=[CH:17]3)=[N:12]2)=[CH:9][CH:10]=1. The yield is 0.950. (3) The reactants are Br[C:2]1[CH:3]=[C:4]([NH:10][C:11]2[N:12]=[CH:13][N:14]([CH3:16])[CH:15]=2)[C:5](=[O:9])[N:6]([CH3:8])[CH:7]=1.[C:17]([O:20][CH2:21][C:22]1[C:23]([N:37]2[N:46]=[CH:45][C:44]3[C:39](=[C:40]([F:51])[CH:41]=[C:42]([C:47]([CH3:50])([CH3:49])[CH3:48])[CH:43]=3)[C:38]2=[O:52])=[N:24][CH:25]=[CH:26][C:27]=1B1OC(C)(C)C(C)(C)O1)(=[O:19])[CH3:18].[O-]P([O-])([O-])=O.[K+].[K+].[K+].C([O-])(=O)C.[Na+]. The catalyst is C1C=CC(P(C2C=CC=CC=2)[C-]2C=CC=C2)=CC=1.C1C=CC(P(C2C=CC=CC=2)[C-]2C=CC=C2)=CC=1.Cl[Pd]Cl.[Fe+2].O.C(#N)C. The product is [C:17]([O:20][CH2:21][C:22]1[C:23]([N:37]2[N:46]=[CH:45][C:44]3[C:39](=[C:40]([F:51])[CH:41]=[C:42]([C:47]([CH3:49])([CH3:48])[CH3:50])[CH:43]=3)[C:38]2=[O:52])=[N:24][CH:25]=[CH:26][C:27]=1[C:2]1[CH:3]=[C:4]([NH:10][C:11]2[N:12]=[CH:13][N:14]([CH3:16])[CH:15]=2)[C:5](=[O:9])[N:6]([CH3:8])[CH:7]=1)(=[O:19])[CH3:18]. The yield is 0.400. (4) The reactants are Br[C:2]1[S:11][C:5]2[N:6]=[CH:7][N:8]=[C:9]([Cl:10])[C:4]=2[CH:3]=1.[F:12][C:13]1[CH:18]=[CH:17][C:16](B(O)O)=[CH:15][CH:14]=1.C([O-])([O-])=O.[K+].[K+].Cl. The catalyst is O1CCOCC1.O.C1C=CC([P]([Pd]([P](C2C=CC=CC=2)(C2C=CC=CC=2)C2C=CC=CC=2)([P](C2C=CC=CC=2)(C2C=CC=CC=2)C2C=CC=CC=2)[P](C2C=CC=CC=2)(C2C=CC=CC=2)C2C=CC=CC=2)(C2C=CC=CC=2)C2C=CC=CC=2)=CC=1. The product is [Cl:10][C:9]1[C:4]2[CH:3]=[C:2]([C:16]3[CH:17]=[CH:18][C:13]([F:12])=[CH:14][CH:15]=3)[S:11][C:5]=2[N:6]=[CH:7][N:8]=1. The yield is 0.470. (5) The reactants are [Cl:1][C:2]1[CH:7]=[C:6]2[CH2:8][O:9][C:10]3[CH:33]=[C:32]4[C:13]([CH2:14][CH2:15][C:16]5[N:20]=[C:19]([C@@H:21]6[CH2:25][C@H:24]([O:26][CH2:27][CH3:28])[CH2:23][N:22]6[C:29]([O-:31])=[O:30])[NH:18][C:17]=54)=[CH:12][C:11]=3[C:5]2=[CH:4][CH:3]=1. The catalyst is C(Cl)Cl.O=[Mn]=O. The product is [Cl:1][C:2]1[CH:7]=[C:6]2[CH2:8][O:9][C:10]3[CH:33]=[C:32]4[C:13]([CH:14]=[CH:15][C:16]5[N:20]=[C:19]([C@@H:21]6[CH2:25][C@H:24]([O:26][CH2:27][CH3:28])[CH2:23][N:22]6[C:29]([O:31][C:5]([CH3:11])([CH3:6])[CH3:4])=[O:30])[NH:18][C:17]=54)=[CH:12][C:11]=3[C:5]2=[CH:4][CH:3]=1. The yield is 0.720. (6) The yield is 0.984. The reactants are [Cl:1][C:2]1[N:3]=[C:4]([N:19]2[CH2:24][CH2:23][O:22][CH2:21][CH2:20]2)[C:5]2[N:11]=[CH:10][C:9]([C:12]3[CH:13]=[C:14]([CH:16]=[CH:17][CH:18]=3)[NH2:15])=[CH:8][C:6]=2[N:7]=1.CN(C)C1C2C(=CC=CC=2N(C)C)C=CC=1.Cl[C:42]([O:44][CH2:45][Cl:46])=[O:43]. The product is [Cl:1][C:2]1[N:3]=[C:4]([N:19]2[CH2:20][CH2:21][O:22][CH2:23][CH2:24]2)[C:5]2[N:11]=[CH:10][C:9]([C:12]3[CH:13]=[C:14]([NH:15][C:42](=[O:43])[O:44][CH2:45][Cl:46])[CH:16]=[CH:17][CH:18]=3)=[CH:8][C:6]=2[N:7]=1. The catalyst is C(Cl)(Cl)Cl. (7) The reactants are [Cl-].O[NH3+:3].[C:4](=[O:7])([O-])[OH:5].[Na+].CS(C)=O.[OH:13][C:14]([CH3:54])([CH3:53])[C:15]([CH3:52])([CH3:51])[O:16][C:17]1[CH:22]=[CH:21][C:20]([N:23]2[C:28](=[O:29])[C:27]([CH2:30][C:31]3[CH:36]=[CH:35][C:34]([C:37]4[C:38]([C:43]#[N:44])=[CH:39][CH:40]=[CH:41][CH:42]=4)=[CH:33][CH:32]=3)=[C:26]([CH2:45][CH2:46][CH3:47])[N:25]3[N:48]=[CH:49][N:50]=[C:24]23)=[CH:19][CH:18]=1. The catalyst is C(OCC)(=O)C. The product is [OH:13][C:14]([CH3:53])([CH3:54])[C:15]([CH3:52])([CH3:51])[O:16][C:17]1[CH:22]=[CH:21][C:20]([N:23]2[C:28](=[O:29])[C:27]([CH2:30][C:31]3[CH:36]=[CH:35][C:34]([C:37]4[CH:42]=[CH:41][CH:40]=[CH:39][C:38]=4[C:43]4[NH:3][C:4](=[O:7])[O:5][N:44]=4)=[CH:33][CH:32]=3)=[C:26]([CH2:45][CH2:46][CH3:47])[N:25]3[N:48]=[CH:49][N:50]=[C:24]23)=[CH:19][CH:18]=1. The yield is 0.480. (8) The reactants are [F:1][C:2]([F:40])([F:39])[C@H:3]([N:26]1[CH2:30][CH2:29][C@H:28]([NH:31][C:32](=[O:38])[O:33][C:34]([CH3:37])([CH3:36])[CH3:35])[CH2:27]1)[C:4]1[CH:5]=[N:6][C:7]([NH:10]/[N:11]=[CH:12]/[C:13]2[CH:22]=[CH:21][C:20]3[C:15](=[CH:16][C:17]([O:24][CH3:25])=[C:18]([F:23])[CH:19]=3)[N:14]=2)=[CH:8][CH:9]=1.C(O)(=O)C.I(C1C=CC=CC=1)=O. The catalyst is C(Cl)Cl. The product is [F:40][C:2]([F:1])([F:39])[C@H:3]([N:26]1[CH2:30][CH2:29][C@H:28]([NH:31][C:32](=[O:38])[O:33][C:34]([CH3:37])([CH3:35])[CH3:36])[CH2:27]1)[C:4]1[CH:9]=[CH:8][C:7]2[N:6]([C:12]([C:13]3[CH:22]=[CH:21][C:20]4[C:15](=[CH:16][C:17]([O:24][CH3:25])=[C:18]([F:23])[CH:19]=4)[N:14]=3)=[N:11][N:10]=2)[CH:5]=1. The yield is 0.729. (9) The reactants are [CH2:1]([O:3][C:4]([C@H:6]1[CH2:11][CH2:10][NH:9][CH2:8][C@H:7]1[C:12]1[CH:17]=[CH:16][CH:15]=[CH:14][CH:13]=1)=[O:5])[CH3:2].C([O-])([O-])=O.[K+].[K+].[C:24](O[C:24]([O:26][C:27]([CH3:30])([CH3:29])[CH3:28])=[O:25])([O:26][C:27]([CH3:30])([CH3:29])[CH3:28])=[O:25]. The catalyst is C1COCC1.O. The product is [CH2:1]([O:3][C:4]([C@H:6]1[CH2:11][CH2:10][N:9]([C:24]([O:26][C:27]([CH3:30])([CH3:29])[CH3:28])=[O:25])[CH2:8][C@H:7]1[C:12]1[CH:13]=[CH:14][CH:15]=[CH:16][CH:17]=1)=[O:5])[CH3:2]. The yield is 0.900.